This data is from Forward reaction prediction with 1.9M reactions from USPTO patents (1976-2016). The task is: Predict the product of the given reaction. (1) Given the reactants [CH:1]1([NH2:4])[CH2:3][CH2:2]1.[C:5]([C:8]1[CH:13]=[CH:12][C:11]([N:14]2[C:22]3[C:17](=[CH:18][C:19]([C:23]([OH:25])=O)=[CH:20][CH:21]=3)[CH:16]=[N:15]2)=[CH:10][CH:9]=1)([OH:7])=O.[OH:26][CH:27]1[CH2:32][CH2:31][N:30]([C:33]2[CH:39]=[CH:38][C:36]([NH2:37])=[CH:35][CH:34]=2)[CH2:29][CH2:28]1, predict the reaction product. The product is: [CH:1]1([NH:4][C:23]([C:19]2[CH:18]=[C:17]3[C:22](=[CH:21][CH:20]=2)[N:14]([C:11]2[CH:10]=[CH:9][C:8]([C:5](=[O:7])[NH:37][C:36]4[CH:38]=[CH:39][C:33]([N:30]5[CH2:29][CH2:28][CH:27]([OH:26])[CH2:32][CH2:31]5)=[CH:34][CH:35]=4)=[CH:13][CH:12]=2)[N:15]=[CH:16]3)=[O:25])[CH2:3][CH2:2]1. (2) The product is: [CH3:1][O:2][C:3]1[C:21]([O:22][CH3:23])=[CH:20][C:6]2[N:7]([C:10]3[S:14][C:13]([C:15]([O:17][CH3:18])=[O:16])=[C:12]([O:19][CH2:28][C:27]4[CH:30]=[CH:31][CH:32]=[CH:33][C:26]=4[C:25]([F:24])([F:34])[F:35])[CH:11]=3)[CH:8]=[N:9][C:5]=2[CH:4]=1. Given the reactants [CH3:1][O:2][C:3]1[C:21]([O:22][CH3:23])=[CH:20][C:6]2[N:7]([C:10]3[S:14][C:13]([C:15]([O:17][CH3:18])=[O:16])=[C:12]([OH:19])[CH:11]=3)[CH:8]=[N:9][C:5]=2[CH:4]=1.[F:24][C:25]([F:35])([F:34])[C:26]1[CH:33]=[CH:32][CH:31]=[CH:30][C:27]=1[CH2:28]Br, predict the reaction product. (3) The product is: [O:1]1[C:5]2[CH:6]=[CH:7][C:8]([CH:10]=[C:47]3[CH2:48][CH2:49][N:44]([C:37]([O:39][C:40]([CH3:43])([CH3:42])[CH3:41])=[O:38])[CH2:45][CH2:46]3)=[CH:9][C:4]=2[O:3][CH2:2]1. Given the reactants [O:1]1[C:5]2[CH:6]=[CH:7][C:8]([CH2:10]P(Br)(C3C=CC=CC=3)(C3C=CC=CC=3)C3C=CC=CC=3)=[CH:9][C:4]=2[O:3][CH2:2]1.CC(C)([O-])C.[K+].[C:37]([N:44]1[CH2:49][CH2:48][C:47](=O)[CH2:46][CH2:45]1)([O:39][C:40]([CH3:43])([CH3:42])[CH3:41])=[O:38], predict the reaction product. (4) Given the reactants Br[C:2]1[C:3](Cl)=[N:4][CH:5]=[C:6]([CH:21]=1)[C:7]([NH:9][C:10]1[CH:15]=[CH:14][C:13]([O:16][C:17]([F:20])([F:19])[F:18])=[CH:12][CH:11]=1)=[O:8].[N:23]1[CH:28]=[C:27](B(O)O)[CH:26]=[N:25][CH:24]=1.[C:32]([O-:35])([O-])=O.[Na+].[Na+], predict the reaction product. The product is: [OH:35][C@@H:32]1[CH2:2][CH2:3][N:4]([C:3]2[C:2]([C:27]3[CH:28]=[N:23][CH:24]=[N:25][CH:26]=3)=[CH:21][C:6]([C:7]([NH:9][C:10]3[CH:15]=[CH:14][C:13]([O:16][C:17]([F:20])([F:19])[F:18])=[CH:12][CH:11]=3)=[O:8])=[CH:5][N:4]=2)[CH2:5]1.